Dataset: Full USPTO retrosynthesis dataset with 1.9M reactions from patents (1976-2016). Task: Predict the reactants needed to synthesize the given product. (1) Given the product [CH:22]([O:25][C:26](=[O:30])[CH:27]([NH:28][P:16]([O:1][C:2]1[CH:3]=[CH:4][C:5]([C:8]2[CH:13]=[CH:12][C:11]([CH3:14])=[C:10]([F:15])[CH:9]=2)=[CH:6][CH:7]=1)([O:51][CH2:50][C@@H:47]1[C@@H:48]([OH:49])[C@:44]([F:43])([CH3:60])[C@H:45]([N:52]2[CH:59]=[CH:58][C:56](=[O:57])[NH:55][C:53]2=[O:54])[O:46]1)=[O:17])[CH3:29])([CH3:24])[CH3:23], predict the reactants needed to synthesize it. The reactants are: [OH:1][C:2]1[CH:7]=[CH:6][C:5]([C:8]2[CH:13]=[CH:12][C:11]([CH3:14])=[C:10]([F:15])[CH:9]=2)=[CH:4][CH:3]=1.[P:16](Cl)(Cl)(Cl)=[O:17].Cl.[CH:22]([O:25][C:26](=[O:30])[C@H:27]([CH3:29])[NH2:28])([CH3:24])[CH3:23].FC1C(O)=C(F)C(F)=C(F)C=1F.[F:43][C@:44]1([CH3:60])[C@H:48]([OH:49])[C@@H:47]([CH2:50][OH:51])[O:46][C@H:45]1[N:52]1[CH:59]=[CH:58][C:56](=[O:57])[NH:55][C:53]1=[O:54]. (2) Given the product [Cl:1][C:2]1[CH:7]=[CH:6][C:5]([C:8]([F:11])([F:10])[F:9])=[C:4]([Cl:15])[N:3]=1, predict the reactants needed to synthesize it. The reactants are: [Cl:1][C:2]1[CH:7]=[CH:6][C:5]([C:8]([F:11])([F:10])[F:9])=[CH:4][N+:3]=1[O-].O=P(Cl)(Cl)[Cl:15]. (3) The reactants are: [CH3:1][C:2]1[NH:3][C:4]2[C:9]([C:10]=1[CH2:11][C:12]([OH:14])=O)=[CH:8][CH:7]=[CH:6][CH:5]=2.C1N=CN(C(N2C=NC=C2)=O)C=1.[NH2:27][C:28]1[S:29][C:30]([N+:33]([O-:35])=[O:34])=[CH:31][N:32]=1. Given the product [CH3:1][C:2]1[NH:3][C:4]2[C:9]([C:10]=1[CH2:11][C:12]([NH:27][C:28]1[S:29][C:30]([N+:33]([O-:35])=[O:34])=[CH:31][N:32]=1)=[O:14])=[CH:8][CH:7]=[CH:6][CH:5]=2, predict the reactants needed to synthesize it. (4) Given the product [Cl:13][C:5]1[C:4]2[C:9](=[CH:10][CH:11]=[C:2]([NH:28][CH2:27][C:23]3[CH:24]=[CH:25][CH:26]=[C:21]([CH2:20][N:17]4[CH2:18][CH2:19][O:14][CH2:15][CH2:16]4)[CH:22]=3)[CH:3]=2)[C:8](=[O:12])[NH:7][N:6]=1, predict the reactants needed to synthesize it. The reactants are: Br[C:2]1[CH:3]=[C:4]2[C:9](=[CH:10][CH:11]=1)[C:8](=[O:12])[NH:7][N:6]=[C:5]2[Cl:13].[O:14]1[CH2:19][CH2:18][N:17]([CH2:20][C:21]2[CH:22]=[C:23]([CH2:27][NH2:28])[CH:24]=[CH:25][CH:26]=2)[CH2:16][CH2:15]1.C1C=CC(P(C2C(C3C(P(C4C=CC=CC=4)C4C=CC=CC=4)=CC=C4C=3C=CC=C4)=C3C(C=CC=C3)=CC=2)C2C=CC=CC=2)=CC=1.CC([O-])(C)C.[Na+]. (5) Given the product [F:4][C:5]1[CH:10]=[CH:9][C:8]([NH:11][C:12]2[C:13]3[C:20]([CH3:21])=[C:19]([C:22]([OH:24])=[O:23])[S:18][C:14]=3[N:15]=[CH:16][N:17]=2)=[C:7]([O:26][CH:27]2[CH2:28][CH2:29][NH:30][CH2:31][CH2:32]2)[CH:6]=1, predict the reactants needed to synthesize it. The reactants are: O.[OH-].[Li+].[F:4][C:5]1[CH:10]=[CH:9][C:8]([NH:11][C:12]2[C:13]3[C:20]([CH3:21])=[C:19]([C:22]([O:24]C)=[O:23])[S:18][C:14]=3[N:15]=[CH:16][N:17]=2)=[C:7]([O:26][CH:27]2[CH2:32][CH2:31][NH:30][CH2:29][CH2:28]2)[CH:6]=1.Cl. (6) Given the product [F:1][C:2]1[CH:15]=[CH:14][C:5]([O:6][C:7]2[CH:13]=[CH:12][CH:11]=[CH:10][C:8]=2[NH:9][C:19]([C:21]2[CH:30]=[CH:29][C:24]([C:25]([O:27][CH3:28])=[O:26])=[CH:23][CH:22]=2)=[O:20])=[C:4]([O:16][CH3:17])[CH:3]=1, predict the reactants needed to synthesize it. The reactants are: [F:1][C:2]1[CH:15]=[CH:14][C:5]([O:6][C:7]2[CH:13]=[CH:12][CH:11]=[CH:10][C:8]=2[NH2:9])=[C:4]([O:16][CH3:17])[CH:3]=1.Cl[C:19]([C:21]1[CH:30]=[CH:29][C:24]([C:25]([O:27][CH3:28])=[O:26])=[CH:23][CH:22]=1)=[O:20].N1C=CC=CC=1.